From a dataset of hERG Central: cardiac toxicity at 1µM, 10µM, and general inhibition. Predict hERG channel inhibition at various concentrations. The molecule is CCN(CC)S(=O)(=O)c1ccc(OC)c(NC(=O)CSc2ccccc2)c1. Results: hERG_inhib (hERG inhibition (general)): blocker.